This data is from Catalyst prediction with 721,799 reactions and 888 catalyst types from USPTO. The task is: Predict which catalyst facilitates the given reaction. (1) Reactant: [NH2:1][C@H:2]([C:7]([O:9][C:10]([CH3:13])([CH3:12])[CH3:11])=[O:8])[CH2:3][CH2:4][S:5][CH3:6].[CH2:14]([C@@:18]1([CH2:41][CH3:42])[NH:24][C@H:23]([C:25]2[CH:30]=[CH:29][CH:28]=[CH:27][CH:26]=2)[C:22]2[CH:31]=[C:32]([O:37][CH3:38])[C:33]([CH:35]=O)=[CH:34][C:21]=2[S:20](=[O:40])(=[O:39])[CH2:19]1)[CH2:15][CH2:16][CH3:17]. Product: [CH2:14]([C@@:18]1([CH2:41][CH3:42])[NH:24][C@H:23]([C:25]2[CH:30]=[CH:29][CH:28]=[CH:27][CH:26]=2)[C:22]2[CH:31]=[C:32]([O:37][CH3:38])[C:33]([CH2:35][NH:1][C@H:2]([C:7]([O:9][C:10]([CH3:13])([CH3:12])[CH3:11])=[O:8])[CH2:3][CH2:4][S:5][CH3:6])=[CH:34][C:21]=2[S:20](=[O:39])(=[O:40])[CH2:19]1)[CH2:15][CH2:16][CH3:17]. The catalyst class is: 2. (2) Reactant: [NH2:1][C:2]1[S:3][C:4]([O:7][C:8]2[CH:9]=[C:10]([CH2:14][OH:15])[CH:11]=[CH:12][CH:13]=2)=[CH:5][N:6]=1.[C:16]([Si:20]([CH3:23])([CH3:22])Cl)([CH3:19])([CH3:18])[CH3:17].N1C=CN=C1.O. Product: [Si:20]([O:15][CH2:14][C:10]1[CH:9]=[C:8]([CH:13]=[CH:12][CH:11]=1)[O:7][C:4]1[S:3][C:2]([NH2:1])=[N:6][CH:5]=1)([C:16]([CH3:19])([CH3:18])[CH3:17])([CH3:23])[CH3:22]. The catalyst class is: 3. (3) Reactant: [CH3:1][O:2][C:3](=[O:33])[C:4]1[CH:9]=[C:8]([O:10][C:11]2[CH:16]=[CH:15][C:14]([N+:17]([O-])=O)=[C:13]([O:20][CH3:21])[CH:12]=2)[CH:7]=[CH:6][C:5]=1[NH:22][S:23]([C:26]1[CH:31]=[CH:30][C:29]([CH3:32])=[CH:28][CH:27]=1)(=[O:25])=[O:24].[H][H]. Product: [CH3:1][O:2][C:3](=[O:33])[C:4]1[CH:9]=[C:8]([O:10][C:11]2[CH:16]=[CH:15][C:14]([NH2:17])=[C:13]([O:20][CH3:21])[CH:12]=2)[CH:7]=[CH:6][C:5]=1[NH:22][S:23]([C:26]1[CH:27]=[CH:28][C:29]([CH3:32])=[CH:30][CH:31]=1)(=[O:25])=[O:24]. The catalyst class is: 403. (4) Reactant: [C:1]1([S:7]([N:10]2[C:14]3=[N:15][CH:16]=[C:17]([S:19][C:20]4[CH:25]=[CH:24][CH:23]=[CH:22][CH:21]=4)[CH:18]=[C:13]3[C:12]([C:26]3[CH:27]=[N:28][N:29](C(C4C=CC=CC=4)(C4C=CC=CC=4)C4C=CC=CC=4)[CH:30]=3)=[CH:11]2)(=[O:9])=[O:8])[CH:6]=[CH:5][CH:4]=[CH:3][CH:2]=1.C(O)(C(F)(F)F)=O.[SiH](C(C)C)(C(C)C)C(C)C.C([O-])(O)=O.[Na+]. Product: [C:1]1([S:7]([N:10]2[C:14]3=[N:15][CH:16]=[C:17]([S:19][C:20]4[CH:25]=[CH:24][CH:23]=[CH:22][CH:21]=4)[CH:18]=[C:13]3[C:12]([C:26]3[CH:27]=[N:28][NH:29][CH:30]=3)=[CH:11]2)(=[O:8])=[O:9])[CH:6]=[CH:5][CH:4]=[CH:3][CH:2]=1. The catalyst class is: 34. (5) Reactant: [CH3:1][C:2]1[CH:3]=[C:4]([NH:16][C:17]2[C:26]3[C:25]([OH:27])=[CH:24][CH:23]=[CH:22][C:21]=3[N:20]=[CH:19][N:18]=2)[CH:5]=[CH:6][C:7]=1[O:8][CH2:9][C:10]1[CH:15]=[CH:14][CH:13]=[CH:12][N:11]=1.C(=O)([O-])[O-].[Cs+].[Cs+].[H-].[Na+].Br[C:37]([CH3:42])([CH3:41])[C:38]([NH2:40])=[O:39].[Cl-].[NH4+]. Product: [CH3:41][C:37]([O:27][C:25]1[CH:24]=[CH:23][CH:22]=[C:21]2[C:26]=1[C:17]([NH:16][C:4]1[CH:5]=[CH:6][C:7]([O:8][CH2:9][C:10]3[CH:15]=[CH:14][CH:13]=[CH:12][N:11]=3)=[C:2]([CH3:1])[CH:3]=1)=[N:18][CH:19]=[N:20]2)([CH3:42])[C:38]([NH2:40])=[O:39]. The catalyst class is: 12. (6) The catalyst class is: 139. Product: [OH:25][C:22]1[CH:23]=[CH:24][C:19]([O:18][CH3:17])=[CH:20][C:21]=1[C:8](=[O:10])[CH2:7][C:1]1[CH:2]=[CH:3][CH:4]=[CH:5][CH:6]=1. Reactant: [C:1]1([CH2:7][C:8]([OH:10])=O)[CH:6]=[CH:5][CH:4]=[CH:3][CH:2]=1.C(Cl)(=O)C(Cl)=O.[CH3:17][O:18][C:19]1[CH:24]=[CH:23][C:22]([O:25]C)=[CH:21][CH:20]=1.[Al+3].[Cl-].[Cl-].[Cl-].